This data is from Full USPTO retrosynthesis dataset with 1.9M reactions from patents (1976-2016). The task is: Predict the reactants needed to synthesize the given product. (1) Given the product [NH2:1][C:2]1[N:10]=[C:9]([O:11][CH2:12][CH2:13][CH2:14][CH3:15])[N:8]=[C:7]2[C:3]=1[NH:4][C:5](=[O:28])[N:6]2[CH2:16][CH2:17][O:18][C:19]1[CH:27]=[CH:26][CH:25]=[CH:24][C:20]=1[C:21]([O:23][CH2:33][CH2:32][CH2:31][N:30]([CH3:35])[CH3:29])=[O:22], predict the reactants needed to synthesize it. The reactants are: [NH2:1][C:2]1[N:10]=[C:9]([O:11][CH2:12][CH2:13][CH2:14][CH3:15])[N:8]=[C:7]2[C:3]=1[NH:4][C:5](=[O:28])[N:6]2[CH2:16][CH2:17][O:18][C:19]1[CH:27]=[CH:26][CH:25]=[CH:24][C:20]=1[C:21]([OH:23])=[O:22].[CH3:29][N:30]([CH3:35])[CH2:31][CH2:32][CH2:33]O.N1(C2C=CN=CC=2)CCCC1. (2) Given the product [O:42]1[C:38]([C:36]2[CH:37]=[C:32]([NH:31][C:30]([N:14]3[C@@H:15]4[CH2:19][N:18]([CH2:17][CH2:16]4)[C:12]4[CH:11]=[CH:10][C:9]([C:5]5[CH:6]=[CH:7][CH:8]=[C:3]([C:2]([F:21])([F:1])[F:22])[CH:4]=5)=[N:20][C:13]3=4)=[O:29])[CH:33]=[C:34]([C:43]3[O:47][CH:46]=[N:45][CH:44]=3)[CH:35]=2)=[CH:39][N:40]=[CH:41]1, predict the reactants needed to synthesize it. The reactants are: [F:1][C:2]([F:22])([F:21])[C:3]1[CH:4]=[C:5]([C:9]2[CH:10]=[CH:11][C:12]3[N:18]4[CH2:19][C@H:15]([CH2:16][CH2:17]4)[NH:14][C:13]=3[N:20]=2)[CH:6]=[CH:7][CH:8]=1.C1([O:29][C:30](=O)[NH:31][C:32]2[CH:37]=[C:36]([C:38]3[O:42][CH:41]=[N:40][CH:39]=3)[CH:35]=[C:34]([C:43]3[O:47][CH:46]=[N:45][CH:44]=3)[CH:33]=2)C=CC=CC=1. (3) The reactants are: [CH2:1]([N:3]([CH2:22][CH3:23])[CH2:4][CH2:5][O:6][C:7]1[C:20]2[C:11](=[C:12]3[C:17](=[CH:18][CH:19]=2)[CH:16]=[CH:15][CH:14]=[N:13]3)[N:10]=[C:9]([CH3:21])[CH:8]=1)[CH3:2].[O:24]1CCOCC1. Given the product [CH2:22]([N:3]([CH2:1][CH3:2])[CH2:4][CH2:5][O:6][C:7]1[C:20]2[C:11](=[C:12]3[C:17](=[CH:18][CH:19]=2)[CH:16]=[CH:15][CH:14]=[N:13]3)[N:10]=[C:9]([CH:21]=[O:24])[CH:8]=1)[CH3:23], predict the reactants needed to synthesize it. (4) Given the product [N:1]1([C:6]2[CH:7]=[CH:8][C:9]([NH:12][N:13]=[CH:20][C:19]3[CH:22]=[C:15]([I:14])[C:16]([OH:25])=[C:17]([O:23][CH3:24])[CH:18]=3)=[CH:10][CH:11]=2)[CH:5]=[CH:4][N:3]=[CH:2]1, predict the reactants needed to synthesize it. The reactants are: [N:1]1([C:6]2[CH:11]=[CH:10][C:9]([NH:12][NH2:13])=[CH:8][CH:7]=2)[CH:5]=[CH:4][N:3]=[CH:2]1.[I:14][C:15]1[C:16]([OH:25])=[C:17]([O:23][CH3:24])[CH:18]=[C:19]([CH:22]=1)[CH:20]=O.